Dataset: Catalyst prediction with 721,799 reactions and 888 catalyst types from USPTO. Task: Predict which catalyst facilitates the given reaction. (1) Reactant: [N+:1]([C:4]1[CH:5]=[C:6]2[C:10](=[CH:11][CH:12]=1)[NH:9][N:8]=[CH:7]2)([O-:3])=[O:2].C(=O)([O-])[O-].[K+].[K+].Cl[CH2:20][C:21]1[O:22][CH:23]=[CH:24][N:25]=1.[NH4+].[Cl-]. Product: [N+:1]([C:4]1[CH:5]=[C:6]2[C:10](=[CH:11][CH:12]=1)[N:9]([CH2:20][C:21]1[O:22][CH:23]=[CH:24][N:25]=1)[N:8]=[CH:7]2)([O-:3])=[O:2]. The catalyst class is: 3. (2) Reactant: [C:1]([OH:20])(=[O:19])[CH2:2][CH2:3][CH2:4][CH2:5][CH2:6][CH2:7][CH2:8]/[CH:9]=[CH:10]\[CH2:11][CH2:12][CH2:13][CH2:14][CH2:15][CH2:16][CH2:17][CH3:18].C([OH:31])CCCCCCC(C)C.[OH-].[Mg+2:33].[OH-].[C:35](=[O:37])=[O:36]. Product: [C:1]1([OH:20])[CH:2]=[CH:3][CH:4]=[CH:5][CH:6]=1.[C:1]([O-:20])(=[O:19])[CH2:2][CH2:3][CH2:4][CH2:5][CH2:6][CH2:7][CH2:8]/[CH:9]=[CH:10]\[CH2:11][CH2:12][CH2:13][CH2:14][CH2:15][CH2:16][CH2:17][CH3:18].[Mg+2:33].[C:1]([O-:20])(=[O:19])[CH2:2][CH2:3][CH2:4][CH2:5][CH2:6][CH2:7][CH2:8]/[CH:9]=[CH:10]\[CH2:11][CH2:12][CH2:13][CH2:14][CH2:15][CH2:16][CH2:17][CH3:18].[C:35](=[O:31])([O-:37])[O-:36]. The catalyst class is: 657. (3) Reactant: Cl[C:2](Cl)(Cl)[CH:3]([OH:5])O.[O-]S([O-])(=O)=O.[Na+].[Na+].Cl.[CH3:16][C:17]1[CH:22]=[C:21]([O:23][CH2:24][CH2:25][N:26]2[CH2:31][CH2:30][O:29][CH2:28][CH2:27]2)[C:20]([CH3:32])=[CH:19][C:18]=1[NH2:33].Cl.[NH2:35][OH:36].C([O-])(O)=O.[Na+]. Product: [CH3:16][C:17]1[CH:22]=[C:21]([O:23][CH2:24][CH2:25][N:26]2[CH2:31][CH2:30][O:29][CH2:28][CH2:27]2)[C:20]([CH3:32])=[CH:19][C:18]=1[NH:33][C:3](=[O:5])[CH:2]=[N:35][OH:36]. The catalyst class is: 6.